From a dataset of Full USPTO retrosynthesis dataset with 1.9M reactions from patents (1976-2016). Predict the reactants needed to synthesize the given product. (1) Given the product [CH2:16]([CH:15]([C:11]1[C:10]2[N:6]([CH2:5][C:4]([O:3][CH2:1][CH3:2])=[O:28])[C:7](=[O:27])[NH:8][C:9]=2[CH:14]=[CH:13][CH:12]=1)[CH2:18][CH3:19])[CH3:17], predict the reactants needed to synthesize it. The reactants are: [CH2:1]([O:3][C:4](=[O:28])[CH2:5][N:6]1[C:10]2[C:11]([CH:15]([CH2:18][CH3:19])[CH2:16][CH3:17])=[CH:12][CH:13]=[CH:14][C:9]=2[N:8](C(OC(C)(C)C)=O)[C:7]1=[O:27])[CH3:2].Cl.C(=O)([O-])O.[Na+]. (2) Given the product [CH3:13][CH:6]1[CH2:5][C:4]2[C:9](=[CH:10][CH:11]=[C:2]([S:30]([CH3:32])(=[O:24])=[O:31])[CH:3]=2)[C:8](=[O:12])[CH2:7]1, predict the reactants needed to synthesize it. The reactants are: Br[C:2]1[CH:3]=[C:4]2[C:9](=[CH:10][CH:11]=1)[C:8](=[O:12])[CH2:7][CH:6]([CH3:13])[CH2:5]2.[Na].C(=O)([O-])[O-].[Cs+].[Cs+].N1CCC[C@H]1C(O)=[O:24].C[S:30]([CH3:32])=[O:31]. (3) Given the product [CH3:23][C:20]1([CH3:24])[CH2:21][O:22][B:17]([C:2]2[CH:3]=[CH:4][C:5](=[O:16])[N:6]([C:8]3[C:13]([C:14]#[N:15])=[CH:12][CH:11]=[CH:10][N:9]=3)[CH:7]=2)[O:18][CH2:19]1, predict the reactants needed to synthesize it. The reactants are: Br[C:2]1[CH:3]=[CH:4][C:5](=[O:16])[N:6]([C:8]2[C:13]([C:14]#[N:15])=[CH:12][CH:11]=[CH:10][N:9]=2)[CH:7]=1.[B:17]1([B:17]2[O:22][CH2:21][C:20]([CH3:24])([CH3:23])[CH2:19][O:18]2)[O:22][CH2:21][C:20]([CH3:24])([CH3:23])[CH2:19][O:18]1.C([O-])(=O)C.[K+].[OH-].[Na+]. (4) Given the product [I:8][C:5]1[CH:4]=[N:3][C:2]([N:9]2[CH2:14][CH2:13][O:12][CH2:11][CH2:10]2)=[N:7][CH:6]=1, predict the reactants needed to synthesize it. The reactants are: Cl[C:2]1[N:7]=[CH:6][C:5]([I:8])=[CH:4][N:3]=1.[NH:9]1[CH2:14][CH2:13][O:12][CH2:11][CH2:10]1. (5) The reactants are: [F:1][C:2]1[CH:7]=[CH:6][CH:5]=[CH:4][C:3]=1[C:8]1[N:13]=[C:12]2[C:14]([C:27]3[CH:28]=[C:29]([N:33]4[CH2:38][CH2:37][CH:36]([NH:39][C:40](=[O:46])[O:41][C:42]([CH3:45])([CH3:44])[CH3:43])[CH2:35][CH2:34]4)[CH:30]=[N:31][CH:32]=3)=[CH:15][N:16](S(C3C=CC(C)=CC=3)(=O)=O)[C:11]2=[CH:10][CH:9]=1.[OH-].[Na+]. Given the product [F:1][C:2]1[CH:7]=[CH:6][CH:5]=[CH:4][C:3]=1[C:8]1[N:13]=[C:12]2[C:14]([C:27]3[CH:28]=[C:29]([N:33]4[CH2:38][CH2:37][CH:36]([NH:39][C:40](=[O:46])[O:41][C:42]([CH3:44])([CH3:43])[CH3:45])[CH2:35][CH2:34]4)[CH:30]=[N:31][CH:32]=3)=[CH:15][NH:16][C:11]2=[CH:10][CH:9]=1, predict the reactants needed to synthesize it.